From a dataset of Forward reaction prediction with 1.9M reactions from USPTO patents (1976-2016). Predict the product of the given reaction. (1) The product is: [OH:12][CH2:11][C@@H:3]1[C:4]2[C:9](=[CH:8][CH:7]=[CH:6][CH:5]=2)[CH2:10][C@@H:2]1[OH:1]. Given the reactants [OH:1][C@H:2]1[CH2:10][C:9]2[C:4](=[CH:5][CH:6]=[CH:7][CH:8]=2)[C@H:3]1[C:11](OC)=[O:12].[BH4-].[Li+].C([O-])(O)=O.[Na+], predict the reaction product. (2) Given the reactants C[O:2][C:3](=[O:44])[CH2:4][C@H:5]([OH:43])[CH2:6][C@H:7]([OH:42])[CH2:8][CH2:9][C:10]1[N:11]([CH:39]([CH3:41])[CH3:40])[C:12]([C:28](=[O:38])[NH:29][CH2:30][C:31]2[CH:36]=[CH:35][C:34]([F:37])=[CH:33][CH:32]=2)=[C:13]([C:22]2[CH:27]=[CH:26][CH:25]=[CH:24][CH:23]=2)[C:14]=1[C:15]1[CH:20]=[CH:19][C:18]([F:21])=[CH:17][CH:16]=1.C(O)C.O.[OH-].[Na+:50], predict the reaction product. The product is: [Na+:50].[F:37][C:34]1[CH:33]=[CH:32][C:31]([CH2:30][NH:29][C:28]([C:12]2[N:11]([CH:39]([CH3:41])[CH3:40])[C:10]([CH2:9][CH2:8][C@@H:7]([OH:42])[CH2:6][C@@H:5]([OH:43])[CH2:4][C:3]([O-:44])=[O:2])=[C:14]([C:15]3[CH:20]=[CH:19][C:18]([F:21])=[CH:17][CH:16]=3)[C:13]=2[C:22]2[CH:27]=[CH:26][CH:25]=[CH:24][CH:23]=2)=[O:38])=[CH:36][CH:35]=1. (3) The product is: [C:42]([O:41][C:39]([N:36]1[CH2:35][CH2:34][CH:33]([C:30]2[CH:31]=[CH:32][C:27]([NH:26][C:18]3[N:17]=[C:16]([CH2:15][CH2:14][C:9]4[C:8]([CH2:7][C:6]([O-:46])=[O:5])=[CH:13][CH:12]=[CH:11][N:10]=4)[C:21]([C:22]([F:23])([F:24])[F:25])=[CH:20][N:19]=3)=[CH:28][CH:29]=2)[CH2:38][CH2:37]1)=[O:40])([CH3:45])([CH3:43])[CH3:44].[Li+:2]. Given the reactants O[Li:2].O.C[O:5][C:6](=[O:46])[CH2:7][C:8]1[C:9]([CH2:14][CH2:15][C:16]2[C:21]([C:22]([F:25])([F:24])[F:23])=[CH:20][N:19]=[C:18]([NH:26][C:27]3[CH:32]=[CH:31][C:30]([CH:33]4[CH2:38][CH2:37][N:36]([C:39]([O:41][C:42]([CH3:45])([CH3:44])[CH3:43])=[O:40])[CH2:35][CH2:34]4)=[CH:29][CH:28]=3)[N:17]=2)=[N:10][CH:11]=[CH:12][CH:13]=1, predict the reaction product.